This data is from Forward reaction prediction with 1.9M reactions from USPTO patents (1976-2016). The task is: Predict the product of the given reaction. (1) Given the reactants C(O[C:6](=[O:50])[N:7]([CH:37]1[CH2:42][CH2:41][N:40]([CH2:43][C:44]2[CH:49]=[CH:48][CH:47]=[CH:46][CH:45]=2)[CH2:39][CH2:38]1)[CH2:8][C:9]1[N:10]=[C:11]([CH2:33][N:34]([CH3:36])[CH3:35])[N:12](C(C2C=CC=CC=2)(C2C=CC=CC=2)C2C=CC=CC=2)[CH:13]=1)(C)(C)C, predict the reaction product. The product is: [CH2:43]([N:40]1[CH2:41][CH2:42][CH:37]([N:7]2[CH2:8][C:9]3=[CH:13][N:12]=[C:11]([CH2:33][N:34]([CH3:35])[CH3:36])[N:10]3[C:6]2=[O:50])[CH2:38][CH2:39]1)[C:44]1[CH:49]=[CH:48][CH:47]=[CH:46][CH:45]=1. (2) Given the reactants [NH2:1][C@@:2]([C:11]1[C:16]([F:17])=[CH:15][CH:14]=[C:13]([Cl:18])[N:12]=1)([CH3:10])[CH2:3][C@H:4]([OH:9])[C:5]([F:8])([F:7])[F:6].C(=O)(O)[O-].[Na+].[N:24]#[C:25]Br, predict the reaction product. The product is: [Cl:18][C:13]1[N:12]=[C:11]([C@:2]2([CH3:10])[CH2:3][C@@H:4]([C:5]([F:6])([F:7])[F:8])[O:9][C:25]([NH2:24])=[N:1]2)[C:16]([F:17])=[CH:15][CH:14]=1. (3) Given the reactants [N:1]1([S:7]([C:10]2[CH:15]=[CH:14][C:13]([C:16]3[CH:21]=[CH:20][N:19]=[C:18]([NH:22][C:23]4[CH:31]=[CH:30][C:26]([C:27](O)=[O:28])=[CH:25][CH:24]=4)[N:17]=3)=[CH:12][CH:11]=2)(=[O:9])=[O:8])[CH2:6][CH2:5][O:4][CH2:3][CH2:2]1.[O:32]1[CH:36]=[CH:35][CH:34]=[C:33]1[C:37]([N:39]1[CH2:44][CH2:43][NH:42][CH2:41][CH2:40]1)=[O:38].CCN=C=NCCCN(C)C.C1C=CC2N(O)N=NC=2C=1, predict the reaction product. The product is: [O:32]1[CH:36]=[CH:35][CH:34]=[C:33]1[C:37]([N:39]1[CH2:40][CH2:41][N:42]([C:27]([C:26]2[CH:25]=[CH:24][C:23]([NH:22][C:18]3[N:17]=[C:16]([C:13]4[CH:14]=[CH:15][C:10]([S:7]([N:1]5[CH2:2][CH2:3][O:4][CH2:5][CH2:6]5)(=[O:9])=[O:8])=[CH:11][CH:12]=4)[CH:21]=[CH:20][N:19]=3)=[CH:31][CH:30]=2)=[O:28])[CH2:43][CH2:44]1)=[O:38]. (4) Given the reactants [CH2:1]=[CH:2][C@@H:3]1[C@@H:8]2[CH2:9][C@@H:10]([C@H:11]([OH:22])[C:12]3[CH:13]=[CH:14][N:15]=[C:16]4[CH:21]=[CH:20][CH:19]=[CH:18][C:17]=34)[N:5]([CH2:6][CH2:7]2)[CH2:4]1.[CH2:23]([CH:26]1[CH2:31][CH2:30][CH:29]([C:32](O)=[O:33])[CH2:28][CH2:27]1)[CH2:24][CH3:25].C1(N=C=NC2CCCCC2)CCCCC1, predict the reaction product. The product is: [CH2:23]([CH:26]1[CH2:31][CH2:30][CH:29]([C:32]([O:22][C@H:11]([C:12]2[C:17]3[C:16](=[CH:21][CH:20]=[CH:19][CH:18]=3)[N:15]=[CH:14][CH:13]=2)[C@@H:10]2[CH2:9][C@@H:8]3[CH2:7][CH2:6][N:5]2[CH2:4][C@@H:3]3[CH:2]=[CH2:1])=[O:33])[CH2:28][CH2:27]1)[CH2:24][CH3:25]. (5) The product is: [C:9]([N:3]1[C@@H:2]([CH3:1])[C:6](=[O:7])[O:5][C:4]1=[O:8])(=[O:19])[CH2:10][CH2:11][CH2:12][CH2:13][CH2:14][CH2:15][CH2:16][CH2:17][CH3:18]. Given the reactants [CH3:1][C@H:2]1[C:6](=[O:7])[O:5][C:4](=[O:8])[NH:3]1.[C:9](Cl)(=[O:19])[CH2:10][CH2:11][CH2:12][CH2:13][CH2:14][CH2:15][CH2:16][CH2:17][CH3:18].CN1CCOCC1, predict the reaction product. (6) Given the reactants [Cl:1][C:2]1[CH:7]=[C:6]([Cl:8])[CH:5]=[CH:4][C:3]=1[CH:9]([C:12]([C:14]1[CH:15]=[N:16][C:17]([O:20]C)=[CH:18][CH:19]=1)=[O:13])C#N.Cl, predict the reaction product. The product is: [Cl:1][C:2]1[CH:7]=[C:6]([Cl:8])[CH:5]=[CH:4][C:3]=1[CH2:9][C:12]([C:14]1[CH:19]=[CH:18][C:17](=[O:20])[NH:16][CH:15]=1)=[O:13]. (7) The product is: [NH:29]1[C:26]2[CH:27]=[CH:28][C:23]([C:22]3[C:16]4[O:15][C:14]([NH:13][C:5]5[CH:6]=[C:7]([O:11][CH3:12])[C:8]([O:9][CH3:10])=[C:3]([O:2][CH3:1])[CH:4]=5)=[N:18][C:17]=4[CH:19]=[CH:20][CH:21]=3)=[CH:24][C:25]=2[N:30]=[CH:31]1. Given the reactants [CH3:1][O:2][C:3]1[CH:4]=[C:5]([NH:13][C:14]2[O:15][C:16]3[C:22]([C:23]4[CH:24]=[C:25]([NH2:30])[C:26]([NH2:29])=[CH:27][CH:28]=4)=[CH:21][CH:20]=[CH:19][C:17]=3[N:18]=2)[CH:6]=[C:7]([O:11][CH3:12])[C:8]=1[O:9][CH3:10].[CH3:31]CN=C=NCCCN(C)C.Cl.C(O)=O, predict the reaction product. (8) Given the reactants [C:1]([C:3]1[CH:8]=[CH:7][C:6]([N:9]2[C:13]([CH3:14])=[C:12]([CH2:15][C:16]3[CH:25]=[CH:24][C:19]([C:20]([O:22]C)=[O:21])=[CH:18][CH:17]=3)[C:11]([CH3:26])=[N:10]2)=[CH:5][CH:4]=1)#[N:2].Cl, predict the reaction product. The product is: [C:1]([C:3]1[CH:4]=[CH:5][C:6]([N:9]2[C:13]([CH3:14])=[C:12]([CH2:15][C:16]3[CH:25]=[CH:24][C:19]([C:20]([OH:22])=[O:21])=[CH:18][CH:17]=3)[C:11]([CH3:26])=[N:10]2)=[CH:7][CH:8]=1)#[N:2]. (9) The product is: [Cl:8][C:4]1[CH:5]=[CH:6][CH:7]=[C:2]([Cl:1])[C:3]=1[N:9]1[C:18]2[C:13](=[C:14]([C:29]3[CH:34]=[CH:33][CH:32]=[CH:31][C:30]=3[Cl:35])[CH:15]=[C:16]([CH:19]3[CH2:28][CH2:27][C:22]4([O:26][CH2:25][CH2:24][O:23]4)[CH2:21][CH2:20]3)[CH:17]=2)[CH2:12][NH:11][C:10]1=[O:36]. Given the reactants [Cl:1][C:2]1[CH:7]=[CH:6][CH:5]=[C:4]([Cl:8])[C:3]=1[N:9]1[C:18]2[C:13](=[C:14]([C:29]3[CH:34]=[CH:33][CH:32]=[CH:31][C:30]=3[Cl:35])[CH:15]=[C:16]([C:19]3[CH2:28][CH2:27][C:22]4([O:26][CH2:25][CH2:24][O:23]4)[CH2:21][CH:20]=3)[CH:17]=2)[CH2:12][NH:11][C:10]1=[O:36], predict the reaction product. (10) Given the reactants Br[C:2]1[N:6]2[CH:7]=[C:8](Br)[CH:9]=[C:10]([C:11]([F:14])([F:13])[F:12])[C:5]2=[N:4][C:3]=1[C:16]([N:18]1[CH2:22][CH2:21][CH:20]([C:23]2[CH:28]=[CH:27][C:26]([F:29])=[CH:25][CH:24]=2)[CH2:19]1)=[O:17].[O:30]1[CH:34]=[CH:33][C:32](B(O)O)=[CH:31]1, predict the reaction product. The product is: [O:30]1[CH:34]=[CH:33][C:32]([C:2]2[N:6]3[CH:7]=[C:8]([C:32]4[CH:33]=[CH:34][O:30][CH:31]=4)[CH:9]=[C:10]([C:11]([F:14])([F:13])[F:12])[C:5]3=[N:4][C:3]=2[C:16]([N:18]2[CH2:22][CH2:21][CH:20]([C:23]3[CH:28]=[CH:27][C:26]([F:29])=[CH:25][CH:24]=3)[CH2:19]2)=[O:17])=[CH:31]1.